Task: Predict the reaction yield, written as a fraction of the theoretical maximum amount of product (1.0 means a 100% yield; for example, 0.34 means a 34% yield).. Dataset: Reaction yield outcomes from USPTO patents with 853,638 reactions (1) The reactants are [CH3:1][C:2]1[N:7]=[C:6]([C:8]2[C:21](=[O:22])[C:11]3([CH2:20][CH2:19][C:14]4(OCC[O:15]4)[CH2:13][CH2:12]3)[O:10][C:9]=2[C:23]2[CH:24]=[CH:25][C:26]3[N:27]([N:29]=[CH:30][N:31]=3)[CH:28]=2)[CH:5]=[CH:4][CH:3]=1.O1CCCC1. The catalyst is Cl.O. The product is [N:31]1[CH:30]=[N:29][N:27]2[CH:28]=[C:23]([C:9]3[O:10][C:11]4([CH2:20][CH2:19][C:14](=[O:15])[CH2:13][CH2:12]4)[C:21](=[O:22])[C:8]=3[C:6]3[CH:5]=[CH:4][CH:3]=[C:2]([CH3:1])[N:7]=3)[CH:24]=[CH:25][C:26]=12. The yield is 0.0400. (2) The reactants are [C:1]([O:5][C:6]([N:8]1[CH2:13][CH2:12][C:11](=O)[C:10]([F:16])([F:15])[CH2:9]1)=[O:7])([CH3:4])([CH3:3])[CH3:2].[CH2:17]([NH2:24])[C:18]1[CH:23]=[CH:22][CH:21]=[CH:20][CH:19]=1.C(O[BH-](OC(=O)C)OC(=O)C)(=O)C.[Na+].[C@H](O)(C([O-])=O)[C@@H](O)C([O-])=O.[Na+].[K+]. The catalyst is ClCCl. The product is [C:1]([O:5][C:6]([N:8]1[CH2:13][CH2:12][CH:11]([NH:24][CH2:17][C:18]2[CH:23]=[CH:22][CH:21]=[CH:20][CH:19]=2)[C:10]([F:16])([F:15])[CH2:9]1)=[O:7])([CH3:4])([CH3:3])[CH3:2]. The yield is 0.320.